Dataset: Full USPTO retrosynthesis dataset with 1.9M reactions from patents (1976-2016). Task: Predict the reactants needed to synthesize the given product. (1) Given the product [CH2:16]([O:23][C:24]([NH:26][C@H:27]([C:32]([O:34][CH3:35])=[O:33])[CH2:28][C:29]1([CH3:30])[CH2:2][CH2:1]1)=[O:25])[C:17]1[CH:18]=[CH:19][CH:20]=[CH:21][CH:22]=1, predict the reactants needed to synthesize it. The reactants are: [CH2:1]([Zn]CC)[CH3:2].FC(F)(F)C(O)=O.ICI.[CH2:16]([O:23][C:24]([NH:26][C@H:27]([C:32]([O:34][CH3:35])=[O:33])[C:28](=C)[CH2:29][CH3:30])=[O:25])[C:17]1[CH:22]=[CH:21][CH:20]=[CH:19][CH:18]=1. (2) Given the product [Br:13][C:14]1[CH:19]=[CH:18][C:17]([C:20]([F:21])([F:22])[F:23])=[CH:16][C:15]=1[CH2:24][N:4]1[N:5]=[N:6][C:2]([CH3:1])=[N:3]1, predict the reactants needed to synthesize it. The reactants are: [CH3:1][C:2]1[N:3]=[N:4][NH:5][N:6]=1.C([O-])([O-])=O.[K+].[K+].[Br:13][C:14]1[CH:19]=[CH:18][C:17]([C:20]([F:23])([F:22])[F:21])=[CH:16][C:15]=1[CH2:24]Br.CCCC(C)C. (3) Given the product [CH2:32]([O:34][C:25]([C:22]1[CH:21]=[CH:20][C:19]([C:15]2[CH:16]=[CH:17][CH:18]=[C:13]([CH2:12][N:2]([CH3:1])[CH2:3][CH2:4][CH2:5][C:6]3[CH:11]=[CH:10][CH:9]=[CH:8][CH:7]=3)[CH:14]=2)=[CH:24][N:23]=1)=[O:28])[CH3:33], predict the reactants needed to synthesize it. The reactants are: [CH3:1][N:2]([CH2:12][C:13]1[CH:14]=[C:15]([C:19]2[CH:20]=[CH:21][C:22]([C:25]#N)=[N:23][CH:24]=2)[CH:16]=[CH:17][CH:18]=1)[CH2:3][CH2:4][CH2:5][C:6]1[CH:11]=[CH:10][CH:9]=[CH:8][CH:7]=1.S(=O)(=O)(O)[OH:28].[CH2:32]([OH:34])[CH3:33]. (4) The reactants are: [Cl:1][C:2]1[CH:3]=[C:4]([NH:10][C:11](=[O:20])[C:12](=[O:19])[CH:13]2[CH2:18][CH2:17][CH2:16][CH2:15][CH2:14]2)[CH:5]=[CH:6][C:7]=1[C:8]#[N:9].[CH3:21][O:22][C:23](=[O:32])[C:24]1[CH:29]=[CH:28][C:27]([C:30]#[CH:31])=[CH:26][CH:25]=1.C([N-]C(C)C)(C)C.[Li+]. Given the product [Cl:1][C:2]1[CH:3]=[C:4]([NH:10][C:11](=[O:20])[C:12]([C:31]#[C:30][C:27]2[CH:28]=[CH:29][C:24]([C:23]([O:22][CH3:21])=[O:32])=[CH:25][CH:26]=2)([OH:19])[CH:13]2[CH2:14][CH2:15][CH2:16][CH2:17][CH2:18]2)[CH:5]=[CH:6][C:7]=1[C:8]#[N:9], predict the reactants needed to synthesize it. (5) Given the product [CH3:26][O:28][C:2]1[C:7]([O:8][C:9]([F:12])([F:11])[F:10])=[CH:6][CH:5]=[CH:4][C:3]=1[CH:13]1[CH2:18][CH2:17][N:16]([CH2:19][CH2:20][CH3:21])[CH2:15][CH2:14]1, predict the reactants needed to synthesize it. The reactants are: F[C:2]1[C:7]([O:8][C:9]([F:12])([F:11])[F:10])=[CH:6][CH:5]=[CH:4][C:3]=1[CH:13]1[CH2:18][CH2:17][N:16]([CH2:19][CH2:20][CH3:21])[CH2:15][CH2:14]1.C[O-].[Na+].O.[C:26](OCC)(=[O:28])C. (6) The reactants are: [Cl:1][C:2]1[CH:7]=[CH:6][C:5]([C:8]2[C:12]([CH2:13][CH2:14][C:15](O)=[O:16])=[CH:11][N:10]([C:18]3[CH:23]=[CH:22][C:21]([O:24][CH3:25])=[C:20]([Cl:26])[CH:19]=3)[N:9]=2)=[CH:4][C:3]=1[F:27].CCN=C=NCCCN(C)C.Cl.[CH3:40][S:41]([NH2:44])(=[O:43])=[O:42]. Given the product [Cl:1][C:2]1[CH:7]=[CH:6][C:5]([C:8]2[C:12]([CH2:13][CH2:14][C:15]([NH:44][S:41]([CH3:40])(=[O:43])=[O:42])=[O:16])=[CH:11][N:10]([C:18]3[CH:23]=[CH:22][C:21]([O:24][CH3:25])=[C:20]([Cl:26])[CH:19]=3)[N:9]=2)=[CH:4][C:3]=1[F:27], predict the reactants needed to synthesize it.